This data is from Full USPTO retrosynthesis dataset with 1.9M reactions from patents (1976-2016). The task is: Predict the reactants needed to synthesize the given product. Given the product [Cl:19][C:20]1[C:21]([F:31])=[CH:22][C:23]([F:30])=[C:24]([S:26]([N:7]([C:5]2[S:6][C:2]([Cl:1])=[CH:3][N:4]=2)[CH2:8][C:9]2[CH:14]=[CH:13][C:12]([O:15][CH3:16])=[CH:11][C:10]=2[O:17][CH3:18])(=[O:28])=[O:27])[CH:25]=1, predict the reactants needed to synthesize it. The reactants are: [Cl:1][C:2]1[S:6][C:5]([NH:7][CH2:8][C:9]2[CH:14]=[CH:13][C:12]([O:15][CH3:16])=[CH:11][C:10]=2[O:17][CH3:18])=[N:4][CH:3]=1.[Cl:19][C:20]1[C:21]([F:31])=[CH:22][C:23]([F:30])=[C:24]([S:26](Cl)(=[O:28])=[O:27])[CH:25]=1.